From a dataset of Forward reaction prediction with 1.9M reactions from USPTO patents (1976-2016). Predict the product of the given reaction. (1) Given the reactants [CH3:1][O:2][C:3]1[CH:12]=[CH:11][C:10]([N:13]2[CH2:18][CH2:17][N:16]([CH3:19])[CH2:15][CH2:14]2)=[C:9]2[C:4]=1[CH2:5][CH2:6][NH:7][CH2:8]2.[CH:20]([C:23]1[CH:28]=[CH:27][C:26]([CH2:29][C:30](O)=[O:31])=[CH:25][CH:24]=1)([CH3:22])[CH3:21].C(N(CC)CC)C.CN(C(ON1N=NC2C=CC=NC1=2)=[N+](C)C)C.F[P-](F)(F)(F)(F)F, predict the reaction product. The product is: [CH:20]([C:23]1[CH:28]=[CH:27][C:26]([CH2:29][C:30]([N:7]2[CH2:6][CH2:5][C:4]3[C:9](=[C:10]([N:13]4[CH2:14][CH2:15][N:16]([CH3:19])[CH2:17][CH2:18]4)[CH:11]=[CH:12][C:3]=3[O:2][CH3:1])[CH2:8]2)=[O:31])=[CH:25][CH:24]=1)([CH3:22])[CH3:21]. (2) Given the reactants [F:1][C:2]([F:7])([F:6])[C:3]([OH:5])=[O:4].[F:8][C:9]1[CH:14]=[CH:13][C:12]([C:15]2[N:20]=[CH:19][C:18]([NH:21][CH2:22][C:23]([OH:25])=O)=[CH:17][CH:16]=2)=[CH:11][CH:10]=1.[NH2:26][C:27]1[CH:28]=[N:29][CH:30]=[CH:31][CH:32]=1, predict the reaction product. The product is: [F:1][C:2]([F:7])([F:6])[C:3]([OH:5])=[O:4].[F:8][C:9]1[CH:10]=[CH:11][C:12]([C:15]2[N:20]=[CH:19][C:18]([NH:21][CH2:22][C:23]([NH:26][C:27]3[CH:28]=[N:29][CH:30]=[CH:31][CH:32]=3)=[O:25])=[CH:17][CH:16]=2)=[CH:13][CH:14]=1. (3) Given the reactants [C:1]([O:5][C:6]([C:8]1[CH:45]=[C:44]([F:46])[C:11]([CH2:12][N:13]2[CH:17]=[C:16]([C:18]3[C:23]4[O:24][CH2:25][CH:26]([OH:43])[CH2:27][N:28]([C:29]([O:31][CH2:32][CH2:33][O:34][C:35]5[CH:40]=[CH:39][CH:38]=[C:37]([Cl:41])[C:36]=5[CH3:42])=[O:30])[C:22]=4[CH:21]=[CH:20][CH:19]=3)[CH:15]=[N:14]2)=[C:10]([Cl:47])[CH:9]=1)=[O:7])([CH3:4])([CH3:3])[CH3:2].CC(OI1(OC(C)=O)(OC(C)=O)OC(=O)C2C=CC=CC1=2)=O, predict the reaction product. The product is: [C:1]([O:5][C:6]([C:8]1[CH:45]=[C:44]([F:46])[C:11]([CH2:12][N:13]2[CH:17]=[C:16]([C:18]3[C:23]4[O:24][CH2:25][C:26](=[O:43])[CH2:27][N:28]([C:29]([O:31][CH2:32][CH2:33][O:34][C:35]5[CH:40]=[CH:39][CH:38]=[C:37]([Cl:41])[C:36]=5[CH3:42])=[O:30])[C:22]=4[CH:21]=[CH:20][CH:19]=3)[CH:15]=[N:14]2)=[C:10]([Cl:47])[CH:9]=1)=[O:7])([CH3:4])([CH3:2])[CH3:3].